Dataset: Catalyst prediction with 721,799 reactions and 888 catalyst types from USPTO. Task: Predict which catalyst facilitates the given reaction. (1) Reactant: C([O:9][CH:10]1[C:14]([F:16])([CH3:15])[CH:13]([N:17]2[CH:22]=[CH:21][C:20]([NH:23]C(=O)C3C=CC=CC=3)=[N:19][C:18]2=[O:32])[O:12][CH:11]1[CH2:33][O:34]C(=O)C1C=CC=CC=1)(=O)C1C=CC=CC=1.C[O-].[Na+]. Product: [NH2:23][C:20]1[CH:21]=[CH:22][N:17]([CH:13]2[C:14]([F:16])([CH3:15])[CH:10]([OH:9])[CH:11]([CH2:33][OH:34])[O:12]2)[C:18](=[O:32])[N:19]=1. The catalyst class is: 5. (2) Reactant: [CH3:1][CH:2]([N:4]1[CH:8]=[CH:7][N:6]=[C:5]1[C:9]([OH:11])=O)[CH3:3].CN(C(ON1N=NC2C=CC=NC1=2)=[N+](C)C)C.F[P-](F)(F)(F)(F)F.CCN(C(C)C)C(C)C.[NH:45]1[C:53]2[C:48](=[C:49]([C:54]3[CH:55]=[C:56]([NH2:63])[C:57]4[CH:58]=[N:59][NH:60][C:61]=4[CH:62]=3)[CH:50]=[CH:51][CH:52]=2)[CH:47]=[CH:46]1. Product: [NH:45]1[C:53]2[C:48](=[C:49]([C:54]3[CH:62]=[C:61]4[C:57]([CH:58]=[N:59][NH:60]4)=[C:56]([NH:63][C:9]([C:5]4[N:4]([CH:2]([CH3:1])[CH3:3])[CH:8]=[CH:7][N:6]=4)=[O:11])[CH:55]=3)[CH:50]=[CH:51][CH:52]=2)[CH:47]=[CH:46]1. The catalyst class is: 735. (3) The catalyst class is: 24. Product: [Br:1][C:2]1[CH:3]=[CH:4][C:5]([C:8]2[S:12][C:11]([C:13]([OH:15])=[O:14])=[N:10][C:9]=2[C:18]2[CH:23]=[CH:22][C:21]([Cl:24])=[CH:20][C:19]=2[Cl:25])=[CH:6][CH:7]=1. Reactant: [Br:1][C:2]1[CH:7]=[CH:6][C:5]([C:8]2[S:12][C:11]([C:13]([O:15]CC)=[O:14])=[N:10][C:9]=2[C:18]2[CH:23]=[CH:22][C:21]([Cl:24])=[CH:20][C:19]=2[Cl:25])=[CH:4][CH:3]=1.[OH-].[K+].Cl. (4) Reactant: [O:1]=[C:2]([N:16]1[CH2:21][CH2:20][N:19]2[C:22]([C:25]([F:28])([F:27])[F:26])=[N:23][N:24]=[C:18]2[CH2:17]1)[CH:3]=[C:4]([NH2:15])[CH2:5][C:6]1[CH:11]=[C:10]([F:12])[C:9]([F:13])=[CH:8][C:7]=1[F:14].C([BH3-])#N.[Na+].Cl. Product: [O:1]=[C:2]([N:16]1[CH2:21][CH2:20][N:19]2[C:22]([C:25]([F:28])([F:27])[F:26])=[N:23][N:24]=[C:18]2[CH2:17]1)[CH2:3][CH:4]([NH2:15])[CH2:5][C:6]1[CH:11]=[C:10]([F:12])[C:9]([F:13])=[CH:8][C:7]=1[F:14]. The catalyst class is: 5. (5) Reactant: [C:1]([C:3]([C:6]1[CH:14]=[C:13]([CH3:15])[C:9]([C:10](O)=[O:11])=[C:8]([F:16])[CH:7]=1)([CH3:5])[CH3:4])#[N:2].C(N1C=CN=C1)([N:19]1C=CN=C1)=O.[OH-].[NH4+]. Product: [C:1]([C:3]([CH3:5])([CH3:4])[C:6]1[CH:14]=[C:13]([CH3:15])[C:9]([C:10]([NH2:19])=[O:11])=[C:8]([F:16])[CH:7]=1)#[N:2]. The catalyst class is: 7. (6) Reactant: [CH3:1][O:2][C:3]1[CH:8]=[CH:7][C:6]([C:9]2[N:13]([C:14]3[CH:15]=[N:16][C:17]([O:20][CH3:21])=[CH:18][CH:19]=3)[N:12]=[C:11]([OH:22])[N:10]=2)=[CH:5][CH:4]=1.C(=O)([O-])[O-].[K+].[K+].I[CH2:30][C:31]([F:34])([F:33])[F:32].C(OCC)(=O)C. Product: [CH3:21][O:20][C:17]1[CH:18]=[CH:19][C:14]([N:13]2[C:9]([C:6]3[CH:7]=[CH:8][C:3]([O:2][CH3:1])=[CH:4][CH:5]=3)=[N:10][C:11]([O:22][CH2:30][C:31]([F:34])([F:33])[F:32])=[N:12]2)=[CH:15][N:16]=1. The catalyst class is: 16.